Dataset: Full USPTO retrosynthesis dataset with 1.9M reactions from patents (1976-2016). Task: Predict the reactants needed to synthesize the given product. (1) Given the product [C:40]([C:39]1[CH:38]=[N:37][N:34]2[CH:35]=[CH:36][C:31]([C:17]3[CH:18]=[C:13]([NH:12][S:9]([C:3]4[CH:4]=[CH:5][C:6]([F:8])=[CH:7][C:2]=4[F:1])(=[O:10])=[O:11])[C:14]([O:28][CH3:29])=[N:15][CH:16]=3)=[N:32][C:33]=12)#[N:41], predict the reactants needed to synthesize it. The reactants are: [F:1][C:2]1[CH:7]=[C:6]([F:8])[CH:5]=[CH:4][C:3]=1[S:9]([NH:12][C:13]1[C:14]([O:28][CH3:29])=[N:15][CH:16]=[C:17](B2OC(C)(C)C(C)(C)O2)[CH:18]=1)(=[O:11])=[O:10].Cl[C:31]1[CH:36]=[CH:35][N:34]2[N:37]=[CH:38][C:39]([C:40]#[N:41])=[C:33]2[N:32]=1.C(Cl)Cl.C([O-])([O-])=O.[Na+].[Na+]. (2) Given the product [NH:25]1[CH:24]=[C:23]([C:20]2[N:19]3[CH:28]=[CH:29][N:30]=[C:18]3[C:17]([NH:16][C:13]3[CH:12]=[CH:11][C:10]([CH:7]4[CH2:8][CH2:9][N:4]([CH2:32][C:33]([NH2:35])=[O:34])[CH2:5][CH2:6]4)=[CH:15][CH:14]=3)=[N:22][CH:21]=2)[CH:27]=[N:26]1, predict the reactants needed to synthesize it. The reactants are: C([N:4]1[CH2:9][CH2:8][CH:7]([C:10]2[CH:15]=[CH:14][C:13]([NH:16][C:17]3[C:18]4[N:19]([CH:28]=[CH:29][N:30]=4)[C:20]([C:23]4[CH:24]=[N:25][NH:26][CH:27]=4)=[CH:21][N:22]=3)=[CH:12][CH:11]=2)[CH2:6][CH2:5]1)(C)C.Br[CH2:32][C:33]([NH2:35])=[O:34]. (3) Given the product [Cl:40][C:30]1[CH:31]=[C:32]([CH:33]=[C:28]([CH2:27][N:22]([CH2:23][CH:24]([CH3:26])[CH3:25])[S:19]([C:14]2[CH:15]=[C:16]([Cl:18])[CH:17]=[C:12]([Cl:11])[C:13]=2[OH:41])(=[O:21])=[O:20])[CH:29]=1)[CH2:34][N:35]([CH2:36][CH:37]([CH3:39])[CH3:38])[S:7]([C:3]1[CH:2]=[N:1][CH:6]=[CH:5][CH:4]=1)(=[O:9])=[O:8], predict the reactants needed to synthesize it. The reactants are: [N:1]1[CH:6]=[CH:5][CH:4]=[C:3]([S:7](Cl)(=[O:9])=[O:8])[CH:2]=1.[Cl:11][C:12]1[C:13]([OH:41])=[C:14]([S:19]([N:22]([CH2:27][C:28]2[CH:33]=[C:32]([CH2:34][NH:35][CH2:36][CH:37]([CH3:39])[CH3:38])[CH:31]=[C:30]([Cl:40])[CH:29]=2)[CH2:23][CH:24]([CH3:26])[CH3:25])(=[O:21])=[O:20])[CH:15]=[C:16]([Cl:18])[CH:17]=1.CCN(CC)CC. (4) Given the product [O:18]1[C:17]2[CH:22]=[CH:23][C:14]([CH2:13][N:6]3[CH:5]=[CH:4][C:3]4[C:8](=[CH:9][CH:10]=[CH:11][C:2]=4[I:32])[C:7]3=[O:12])=[CH:15][C:16]=2[O:21][CH2:20][CH2:19]1, predict the reactants needed to synthesize it. The reactants are: N[C:2]1[CH:11]=[CH:10][CH:9]=[C:8]2[C:3]=1[CH:4]=[CH:5][N:6]([CH2:13][C:14]1[CH:23]=[CH:22][C:17]3[O:18][CH2:19][CH2:20][O:21][C:16]=3[CH:15]=1)[C:7]2=[O:12].N([O-])=O.[Na+].CS(C)=O.[IH:32].C([O-])(O)=O.[Na+]. (5) Given the product [CH:1]1([N:6]2[C:14]3[CH:13]=[CH:12][NH:11][C:10](=[O:15])[C:9]=3[C:8]([C:17]3[CH:22]=[CH:21][C:20]([S:23]([NH2:26])(=[O:24])=[O:25])=[CH:19][CH:18]=3)=[N:7]2)[CH2:2][CH2:3][CH2:4][CH2:5]1, predict the reactants needed to synthesize it. The reactants are: [CH:1]1([N:6]2[C:14]3[CH:13]=[CH:12][N:11]=[C:10]([O:15]C)[C:9]=3[C:8]([C:17]3[CH:22]=[CH:21][C:20]([S:23]([NH2:26])(=[O:25])=[O:24])=[CH:19][CH:18]=3)=[N:7]2)[CH2:5][CH2:4][CH2:3][CH2:2]1.[I-].[Na+].Cl[Si](C)(C)C.O. (6) Given the product [OH:28][CH2:29][CH2:30][O:31][CH2:32][N:33]1[CH:40]=[C:39]([CH:41]([N:44]=[N+:45]=[N-:46])[CH2:42][Cl:1])[C:37](=[O:38])[NH:36][C:34]1=[O:35], predict the reactants needed to synthesize it. The reactants are: [Cl:1]N1C(=O)CCC1=O.OCCOCN1C=C(C=C)C(=O)NC1=O.[N-]=[N+]=[N-].[Na+].[OH:28][CH2:29][CH2:30][O:31][CH2:32][N:33]1[CH:40]=[C:39]([CH:41]([N:44]=[N+:45]=[N-:46])[CH2:42]Br)[C:37](=[O:38])[NH:36][C:34]1=[O:35]. (7) Given the product [OH-:9].[K+:29].[Br:10][C:6]1[CH:5]=[N:4][CH:3]=[C:2]2[N:19]([C:16]3[CH:17]=[CH:18][C:13]([F:12])=[CH:14][CH:15]=3)[N:20]=[CH:8][C:7]=12, predict the reactants needed to synthesize it. The reactants are: Br[C:2]1[CH:3]=[N:4][CH:5]=[C:6]([Br:10])[C:7]=1[CH:8]=[O:9].Cl.[F:12][C:13]1[CH:18]=[CH:17][C:16]([NH:19][NH2:20])=[CH:15][CH:14]=1.CN1C(=O)CCC1.[OH-].[K+:29]. (8) Given the product [Cl:18][C:15]1[CH:14]=[CH:13][C:12]([C:9]2[CH:10]=[C:11]3[C:6](=[N:7][C:8]=2[C:19]2[CH:24]=[CH:23][C:22]([Cl:25])=[CH:21][C:20]=2[Cl:26])[N:5]([CH3:27])[C:4](=[O:28])[C:3]([CH:29]([CH3:31])[CH3:30])=[C:2]3[NH:1][CH3:35])=[CH:17][CH:16]=1, predict the reactants needed to synthesize it. The reactants are: [NH2:1][C:2]1[C:11]2[C:6](=[N:7][C:8]([C:19]3[CH:24]=[CH:23][C:22]([Cl:25])=[CH:21][C:20]=3[Cl:26])=[C:9]([C:12]3[CH:17]=[CH:16][C:15]([Cl:18])=[CH:14][CH:13]=3)[CH:10]=2)[N:5]([CH3:27])[C:4](=[O:28])[C:3]=1[CH:29]([CH3:31])[CH3:30].[H-].[Na+].I[CH3:35]. (9) Given the product [CH3:27][O:26][C:24](=[O:25])/[CH:23]=[CH:22]/[C:21]([O:29][CH2:30][O:9][P:8]([O:10][C:11]([CH3:13])([CH3:14])[CH3:12])([O:15][C:16]([CH3:19])([CH3:18])[CH3:17])=[O:20])=[O:28], predict the reactants needed to synthesize it. The reactants are: C(N(CC)CC)C.[P:8]([O-:20])([O:15][C:16]([CH3:19])([CH3:18])[CH3:17])([O:10][C:11]([CH3:14])([CH3:13])[CH3:12])=[O:9].[C:21]([O:29][CH2:30]Cl)(=[O:28])/[CH:22]=[CH:23]/[C:24]([O:26][CH3:27])=[O:25].